Task: Predict the reactants needed to synthesize the given product.. Dataset: Full USPTO retrosynthesis dataset with 1.9M reactions from patents (1976-2016) Given the product [CH2:1]([O:3][C:4](=[O:29])[CH2:5][C:6]1[CH:11]=[CH:10][C:9]([O:12][CH3:13])=[C:8]([O:14][C:15]2[CH:20]=[CH:19][C:18]([NH:21][C:32](=[O:33])[C:31]([CH3:36])([CH3:35])[CH3:30])=[CH:17][C:16]=2[CH2:22][N:23]([C:26](=[O:28])[CH3:27])[CH2:24][CH3:25])[CH:7]=1)[CH3:2], predict the reactants needed to synthesize it. The reactants are: [CH2:1]([O:3][C:4](=[O:29])[CH2:5][C:6]1[CH:11]=[CH:10][C:9]([O:12][CH3:13])=[C:8]([O:14][C:15]2[CH:20]=[CH:19][C:18]([NH2:21])=[CH:17][C:16]=2[CH2:22][N:23]([C:26](=[O:28])[CH3:27])[CH2:24][CH3:25])[CH:7]=1)[CH3:2].[CH3:30][C:31]([CH3:36])([CH3:35])[C:32](Cl)=[O:33].